The task is: Predict the reactants needed to synthesize the given product.. This data is from Full USPTO retrosynthesis dataset with 1.9M reactions from patents (1976-2016). (1) Given the product [C:1]([O:5][C:6]([N:8]([C:18]([O:20][C:21]([CH3:24])([CH3:23])[CH3:22])=[O:19])[C:9]1[CH:14]=[C:13]([C:30]2[C:26]([CH3:25])=[N:27][O:28][C:29]=2[CH3:40])[N:12]=[C:11]([S:16][CH3:17])[N:10]=1)=[O:7])([CH3:4])([CH3:3])[CH3:2], predict the reactants needed to synthesize it. The reactants are: [C:1]([O:5][C:6]([N:8]([C:18]([O:20][C:21]([CH3:24])([CH3:23])[CH3:22])=[O:19])[C:9]1[CH:14]=[C:13](Cl)[N:12]=[C:11]([S:16][CH3:17])[N:10]=1)=[O:7])([CH3:4])([CH3:3])[CH3:2].[CH3:25][C:26]1[C:30](B2OC(C)(C)C(C)(C)O2)=[C:29]([CH3:40])[O:28][N:27]=1.C(=O)([O-])[O-].[Na+].[Na+]. (2) Given the product [CH3:1][CH:2]([S:4][C:5]1[CH:10]=[CH:9][C:8]([C:15]2[CH:16]=[CH:17][C:18]([O:21][CH2:22][CH:23]3[CH2:24][CH2:25][N:26]([C:29]([O:31][CH:32]([CH3:34])[CH3:33])=[O:30])[CH2:27][CH2:28]3)=[CH:19][CH:20]=2)=[CH:7][CH:6]=1)[CH3:3], predict the reactants needed to synthesize it. The reactants are: [CH3:1][CH:2]([S:4][C:5]1[CH:10]=[CH:9][C:8](B(O)O)=[CH:7][CH:6]=1)[CH3:3].Br[C:15]1[CH:20]=[CH:19][C:18]([O:21][CH2:22][CH:23]2[CH2:28][CH2:27][N:26]([C:29]([O:31][CH:32]([CH3:34])[CH3:33])=[O:30])[CH2:25][CH2:24]2)=[CH:17][CH:16]=1.